Regression. Given a peptide amino acid sequence and an MHC pseudo amino acid sequence, predict their binding affinity value. This is MHC class II binding data. From a dataset of Peptide-MHC class II binding affinity with 134,281 pairs from IEDB. (1) The peptide sequence is MGASYFAADRILPEL. The MHC is DRB4_0101 with pseudo-sequence DRB4_0103. The binding affinity (normalized) is 0.467. (2) The peptide sequence is EFVKIVQKRGIVKENI. The MHC is HLA-DQA10501-DQB10201 with pseudo-sequence HLA-DQA10501-DQB10201. The binding affinity (normalized) is 0.168. (3) The peptide sequence is VVDLSKMRAVWVDGK. The MHC is DRB1_0301 with pseudo-sequence DRB1_0301. The binding affinity (normalized) is 0.352. (4) The peptide sequence is YEAFVLHFSEALHII. The MHC is DRB1_1201 with pseudo-sequence DRB1_1201. The binding affinity (normalized) is 0. (5) The peptide sequence is QKYCPNKICTSKGDS. The MHC is DRB1_0802 with pseudo-sequence DRB1_0802. The binding affinity (normalized) is 0.0958.